This data is from Full USPTO retrosynthesis dataset with 1.9M reactions from patents (1976-2016). The task is: Predict the reactants needed to synthesize the given product. (1) Given the product [F:18][C:19]1[CH:24]=[C:23]([C:2]2[C:3]3[C:4]4[CH:17]=[CH:16][S:15][C:5]=4[C:6](=[O:14])[NH:7][C:8]=3[CH:9]=[CH:10][C:11]=2[O:12][CH3:13])[CH:22]=[CH:21][C:20]=1[CH:34]([CH3:44])[CH2:35][NH:36][C:37](=[O:43])[O:38][C:39]([CH3:41])([CH3:40])[CH3:42], predict the reactants needed to synthesize it. The reactants are: Br[C:2]1[C:3]2[C:4]3[CH:17]=[CH:16][S:15][C:5]=3[C:6](=[O:14])[NH:7][C:8]=2[CH:9]=[CH:10][C:11]=1[O:12][CH3:13].[F:18][C:19]1[CH:24]=[C:23](B2OC(C)(C)C(C)(C)O2)[CH:22]=[CH:21][C:20]=1[CH:34]([CH3:44])[CH2:35][NH:36][C:37](=[O:43])[O:38][C:39]([CH3:42])([CH3:41])[CH3:40]. (2) Given the product [OH:10][C@H:9]([C:11]1[CH:20]=[CH:19][C:14]2[C:15](=[O:18])[O:16][CH2:17][C:13]=2[C:12]=1[CH3:21])[CH2:8][N:5]1[CH2:6][CH2:7][C@@H:3]([NH:2][CH2:35][C@H:33]([OH:34])[C:24]2[CH:25]=[CH:26][C:27]3[C:28](=[O:32])[O:29][CH2:30][C:31]=3[C:23]=2[CH3:22])[CH2:4]1, predict the reactants needed to synthesize it. The reactants are: Cl.[NH2:2][C@@H:3]1[CH2:7][CH2:6][N:5]([CH2:8][C@@H:9]([C:11]2[CH:20]=[CH:19][C:14]3[C:15](=[O:18])[O:16][CH2:17][C:13]=3[C:12]=2[CH3:21])[OH:10])[CH2:4]1.[CH3:22][C:23]1[C:31]2[CH2:30][O:29][C:28](=[O:32])[C:27]=2[CH:26]=[CH:25][C:24]=1[C@@H:33]1[CH2:35][O:34]1.CC[NH+](CC)CC.CC[NH+](CC)CC.C([O-])([O-])=O. (3) Given the product [Br:1][C:2]1[C:6]2[CH:7]=[N:8][C:9]([C:11]([OH:13])=[O:12])=[CH:10][C:5]=2[N:4]([CH2:15][CH3:16])[CH:3]=1, predict the reactants needed to synthesize it. The reactants are: [Br:1][C:2]1[C:6]2[CH:7]=[N:8][C:9]([C:11]([O:13]C)=[O:12])=[CH:10][C:5]=2[N:4]([CH2:15][CH3:16])[CH:3]=1.Cl. (4) Given the product [ClH:77].[CH2:49]([C@H:35]([NH:34][C:21]([C:9]1[CH:10]=[C:11]([C:13]2[CH:14]=[CH:15][C:16]([O:19][CH3:20])=[CH:17][CH:18]=2)[CH:12]=[C:7]([C:5]([N:4]([CH2:24][CH2:25][CH3:26])[CH2:1][CH2:2][CH3:3])=[O:6])[CH:8]=1)=[O:23])[C@H:36]([OH:48])[CH2:37][NH:38][CH2:39][C:40]1[CH:45]=[CH:44][CH:43]=[C:42]([O:46][CH3:47])[CH:41]=1)[C:50]1[CH:55]=[CH:54][CH:53]=[CH:52][CH:51]=1, predict the reactants needed to synthesize it. The reactants are: [CH2:1]([N:4]([CH2:24][CH2:25][CH3:26])[C:5]([C:7]1[CH:8]=[C:9]([C:21]([OH:23])=O)[CH:10]=[C:11]([C:13]2[CH:18]=[CH:17][C:16]([O:19][CH3:20])=[CH:15][CH:14]=2)[CH:12]=1)=[O:6])[CH2:2][CH3:3].FC(F)(F)C(O)=O.[NH2:34][C@@H:35]([CH2:49][C:50]1[CH:55]=[C:54](F)[CH:53]=[C:52](F)[CH:51]=1)[C@H:36]([OH:48])[CH2:37][NH:38][CH2:39][C:40]1[CH:45]=[CH:44][CH:43]=[C:42]([O:46][CH3:47])[CH:41]=1.C1C=CC2N(O)N=NC=2C=1.CN1CCOCC1.C(Cl)C[Cl:77].